Dataset: TCR-epitope binding with 47,182 pairs between 192 epitopes and 23,139 TCRs. Task: Binary Classification. Given a T-cell receptor sequence (or CDR3 region) and an epitope sequence, predict whether binding occurs between them. (1) The epitope is HLVDFQVTI. The TCR CDR3 sequence is CASSPGSNTEAFF. Result: 1 (the TCR binds to the epitope). (2) The epitope is TLIGDCATV. The TCR CDR3 sequence is CASSSAGSTDTQYF. Result: 1 (the TCR binds to the epitope).